Dataset: Forward reaction prediction with 1.9M reactions from USPTO patents (1976-2016). Task: Predict the product of the given reaction. (1) Given the reactants [O:1]=[C:2]1[C:11]2[C:6](=[CH:7][CH:8]=[C:9]([C:12]([OH:14])=[O:13])[CH:10]=2)[N:5]=[CH:4][NH:3]1.S(Cl)(Cl)=O.[CH3:19]O, predict the reaction product. The product is: [O:1]=[C:2]1[C:11]2[C:6](=[CH:7][CH:8]=[C:9]([C:12]([O:14][CH3:19])=[O:13])[CH:10]=2)[N:5]=[CH:4][NH:3]1. (2) The product is: [CH3:2][O:22][CH:16]1[C:17]2[C:13](=[C:12]([CH3:11])[CH:20]=[CH:19][C:18]=2[CH3:21])[CH2:14][O:15]1. Given the reactants [H-].[CH2:2]([Al+]CC(C)C)C(C)C.[CH3:11][C:12]1[CH:20]=[CH:19][C:18]([CH3:21])=[C:17]2[C:13]=1[CH2:14][O:15][C:16]2=[O:22].C(OCC)C.B(F)(F)F.CCOCC, predict the reaction product. (3) Given the reactants [N+:1]([C:4]1[CH:5]=[C:6]([N:10]2[C:14]([CH2:15][CH2:16][CH:17]=O)=[CH:13][C:12]([CH2:19][CH2:20][CH2:21][CH3:22])=[N:11]2)[CH:7]=[CH:8][CH:9]=1)([O-:3])=[O:2].[F:23][C:24]1[CH:29]=[CH:28][CH:27]=[CH:26][C:25]=1[N:30]1[CH2:35][CH2:34][NH:33][CH2:32][CH2:31]1.[BH-](OC(C)=O)(OC(C)=O)OC(C)=O.[Na+], predict the reaction product. The product is: [F:23][C:24]1[CH:29]=[CH:28][CH:27]=[CH:26][C:25]=1[N:30]1[CH2:35][CH2:34][N:33]([CH2:17][CH2:16][CH2:15][C:14]2[N:10]([C:6]3[CH:7]=[CH:8][CH:9]=[C:4]([N+:1]([O-:3])=[O:2])[CH:5]=3)[N:11]=[C:12]([CH2:19][CH2:20][CH2:21][CH3:22])[CH:13]=2)[CH2:32][CH2:31]1. (4) Given the reactants COC1C=CC(C[NH:8][C:9]2[C:14]3[C:15]4[CH:21]=[CH:20][C:19]([C:22]([F:25])([F:24])[F:23])=[CH:18][C:16]=4[S:17][C:13]=3[C:12]([C:26]#[N:27])=[CH:11][N:10]=2)=CC=1.O.[OH-].[K+].[O-:33]P([O-])([O-])=O.[K+].[K+].[K+], predict the reaction product. The product is: [NH2:8][C:9]1[C:14]2[C:15]3[CH:21]=[CH:20][C:19]([C:22]([F:25])([F:24])[F:23])=[CH:18][C:16]=3[S:17][C:13]=2[C:12]([C:26]([NH2:27])=[O:33])=[CH:11][N:10]=1. (5) Given the reactants O=[CH:2][C:3]([O:5][CH2:6][CH3:7])=[O:4].[CH3:8][C:9]([S:12]([NH2:14])=[O:13])([CH3:11])[CH3:10], predict the reaction product. The product is: [C:9]([S:12]([N:14]=[CH:2][C:3]([O:5][CH2:6][CH3:7])=[O:4])=[O:13])([CH3:11])([CH3:10])[CH3:8].